This data is from Catalyst prediction with 721,799 reactions and 888 catalyst types from USPTO. The task is: Predict which catalyst facilitates the given reaction. (1) Reactant: [N:1]1[CH:6]=[CH:5][C:4]([C:7]2[N:11]3[N:12]=[C:13]([NH2:16])[CH:14]=[CH:15][C:10]3=[N:9][CH:8]=2)=[CH:3][CH:2]=1.[C:17](Cl)(=[O:24])[C:18]1[CH:23]=[CH:22][CH:21]=[CH:20][CH:19]=1.C(N(CC)CC)C.Cl. Product: [N:1]1[CH:2]=[CH:3][C:4]([C:7]2[N:11]3[N:12]=[C:13]([NH:16][C:17](=[O:24])[C:18]4[CH:23]=[CH:22][CH:21]=[CH:20][CH:19]=4)[CH:14]=[CH:15][C:10]3=[N:9][CH:8]=2)=[CH:5][CH:6]=1. The catalyst class is: 4. (2) Reactant: [C:1]1([SH:11])[C:10]2[C:5](=[CH:6][CH:7]=[CH:8][CH:9]=2)[CH:4]=[CH:3][CH:2]=1.C([O-])([O-])=O.[K+].[K+].[CH:18]1[CH:23]=[CH:22][C:21]([CH2:24]Br)=[CH:20][CH:19]=1. Product: [CH2:24]([S:11][C:1]1[C:10]2[C:5](=[CH:6][CH:7]=[CH:8][CH:9]=2)[CH:4]=[CH:3][CH:2]=1)[C:21]1[CH:22]=[CH:23][CH:18]=[CH:19][CH:20]=1. The catalyst class is: 3. (3) Reactant: [CH:1]1([C:7]2[CH:16]=[CH:15][C:10]([C:11](OC)=[O:12])=[CH:9][CH:8]=2)[CH2:6][CH2:5][CH2:4][CH2:3][CH2:2]1.[H-].[H-].[H-].[H-].[Li+].[Al+3].O.O.O.O.O.O.O.O.O.O.S([O-])([O-])(=O)=O.[Na+].[Na+].CCOCC. Product: [CH:1]1([C:7]2[CH:8]=[CH:9][C:10]([CH2:11][OH:12])=[CH:15][CH:16]=2)[CH2:2][CH2:3][CH2:4][CH2:5][CH2:6]1. The catalyst class is: 1. (4) Reactant: [CH3:1][C@@:2]12[C@@H:18]([OH:19])[CH2:17]C[C@H:15]1[C@H:14]1[C@@H:5]([C:6]3C=C[C:9]([OH:20])=[CH:10][C:11]=3CC1)[CH2:4][CH2:3]2.C1COCC1.C1(C)C=CC=CC=1. Product: [C:2]1([CH3:1])[CH:15]=[CH:14][CH:5]=[CH:4][CH:3]=1.[CH2:10]1[CH2:9][O:20][CH2:6][CH2:11]1.[CH:18]([OH:19])([CH3:2])[CH3:17]. The catalyst class is: 32. (5) Reactant: [OH:1][C:2]1([C:10]2[CH:11]=[C:12]3[C:17](=[CH:18][CH:19]=2)[CH:16]=[C:15]([C:20](O)=[O:21])[CH:14]=[CH:13]3)[C:9]2[N:5]([CH:6]=[N:7][CH:8]=2)[CH2:4][CH2:3]1.C([N:25]=C=NCCCN(C)C)C.Cl.C(N(C(C)C)CC)(C)C. Product: [OH:1][C:2]1([C:10]2[CH:11]=[C:12]3[C:17](=[CH:18][CH:19]=2)[CH:16]=[C:15]([C:20]([NH2:25])=[O:21])[CH:14]=[CH:13]3)[C:9]2[N:5]([CH:6]=[N:7][CH:8]=2)[CH2:4][CH2:3]1. The catalyst class is: 3.